Task: Binary Classification. Given a drug SMILES string, predict its activity (active/inactive) in a high-throughput screening assay against a specified biological target.. Dataset: Cav3 T-type calcium channel HTS with 100,875 compounds (1) The compound is S(C=1NCCCN1)Cc1ccccc1. The result is 0 (inactive). (2) The drug is Clc1cc2c(=O)c(C(N3CCCCC3)c3n(nnn3)C3CCCCC3)coc2cc1. The result is 0 (inactive). (3) The drug is O(c1c(NC(=O)c2ccccc2)cc(OC)c(NC(=O)C)c1)C. The result is 0 (inactive). (4) The compound is Clc1c2c(sc1C(=O)NCc1cn(nc1)C)cccc2Cl. The result is 0 (inactive). (5) The result is 0 (inactive). The drug is S(=O)(=O)(N1CCC(CC1)C)c1c(cc(c(N(S(=O)(=O)c2ccc(cc2)C)C)c1)C)C. (6) The drug is O(CCNC(=O)Nc1ccccc1)C(=O)N(O)c1ccc(cc1)C. The result is 0 (inactive).